This data is from Forward reaction prediction with 1.9M reactions from USPTO patents (1976-2016). The task is: Predict the product of the given reaction. (1) The product is: [CH2:1]([C:3]1[C:24]([N:25]2[CH2:26][CH2:27][CH:28]([N:37]3[CH2:36][CH2:35][NH:34][C:33](=[O:32])[CH2:38]3)[CH2:29][CH2:30]2)=[CH:23][C:6]2[C:7]([CH3:21])([CH3:22])[C:8]3[NH:9][C:10]4[C:15]([C:16]=3[C:17](=[O:18])[C:5]=2[CH:4]=1)=[CH:14][CH:13]=[C:12]([C:19]#[N:20])[CH:11]=4)[CH3:2]. Given the reactants [CH2:1]([C:3]1[C:24]([N:25]2[CH2:30][CH2:29][C:28](=O)[CH2:27][CH2:26]2)=[CH:23][C:6]2[C:7]([CH3:22])([CH3:21])[C:8]3[NH:9][C:10]4[C:15]([C:16]=3[C:17](=[O:18])[C:5]=2[CH:4]=1)=[CH:14][CH:13]=[C:12]([C:19]#[N:20])[CH:11]=4)[CH3:2].[O:32]=[C:33]1[CH2:38][NH:37][CH2:36][CH2:35][NH:34]1.C(O[BH-](OC(=O)C)OC(=O)C)(=O)C.[Na+], predict the reaction product. (2) The product is: [OH:8][C:7]1[C:2]2[N:3]([CH:10]=[C:11]([C:12]([F:15])([F:14])[F:13])[N:1]=2)[CH:4]=[CH:5][CH:6]=1. Given the reactants [NH2:1][C:2]1[C:7]([OH:8])=[CH:6][CH:5]=[CH:4][N:3]=1.Br[CH2:10][C:11](=O)[C:12]([F:15])([F:14])[F:13], predict the reaction product. (3) Given the reactants [C:1]1([CH3:11])[CH:6]=[CH:5][C:4]([S:7](Cl)(=[O:9])=[O:8])=[CH:3][CH:2]=1.C(N(CC)CC)C.[N:19]1([CH2:24][CH2:25][OH:26])[CH:23]=[CH:22][N:21]=[N:20]1.Cl, predict the reaction product. The product is: [N:19]1([CH2:24][CH2:25][O:26][S:7]([C:4]2[CH:5]=[CH:6][C:1]([CH3:11])=[CH:2][CH:3]=2)(=[O:9])=[O:8])[CH:23]=[CH:22][N:21]=[N:20]1. (4) Given the reactants [CH:1](=O)[C:2]1[CH:9]=[CH:8][CH:7]=[C:4]([CH:5]=O)[CH:3]=1.[NH2:11][CH2:12][CH2:13][CH2:14][NH:15][CH2:16][CH2:17][CH2:18][NH:19][C:20](=[O:26])[O:21][C:22]([CH3:25])([CH3:24])[CH3:23].[BH4-].[Na+], predict the reaction product. The product is: [C:4]1([CH2:5][NH:11][CH2:12][CH2:13][CH2:14][NH:15][CH2:16][CH2:17][CH2:18][NH:19][C:20](=[O:26])[O:21][C:22]([CH3:24])([CH3:23])[CH3:25])[CH:7]=[CH:8][CH:9]=[C:2]([CH2:1][NH:11][CH2:12][CH2:13][CH2:14][NH:15][CH2:16][CH2:17][CH2:18][NH:19][C:20](=[O:26])[O:21][C:22]([CH3:23])([CH3:25])[CH3:24])[CH:3]=1.